From a dataset of CYP1A2 inhibition data for predicting drug metabolism from PubChem BioAssay. Regression/Classification. Given a drug SMILES string, predict its absorption, distribution, metabolism, or excretion properties. Task type varies by dataset: regression for continuous measurements (e.g., permeability, clearance, half-life) or binary classification for categorical outcomes (e.g., BBB penetration, CYP inhibition). Dataset: cyp1a2_veith. (1) The drug is CS(=O)(=O)N1CCC2(CC1)CN(c1ncccn1)C2. The result is 0 (non-inhibitor). (2) The drug is O=C(O)c1cccc([As]=[As]c2cccc(C(=O)O)c2)c1. The result is 0 (non-inhibitor).